Dataset: CYP2C9 inhibition data for predicting drug metabolism from PubChem BioAssay. Task: Regression/Classification. Given a drug SMILES string, predict its absorption, distribution, metabolism, or excretion properties. Task type varies by dataset: regression for continuous measurements (e.g., permeability, clearance, half-life) or binary classification for categorical outcomes (e.g., BBB penetration, CYP inhibition). Dataset: cyp2c9_veith. (1) The molecule is CCOc1cc(/C=N/O)cc(Cl)c1OC. The result is 0 (non-inhibitor). (2) The drug is C[C@@H]1CC[C@H]2C(=O)N3[C@H](CC[C@@H](C)[C@@H]3c3ccc(-c4ccco4)cc3)C(=O)N2[C@H]1c1ccc(-c2ccco2)cc1. The result is 0 (non-inhibitor). (3) The compound is CCCCCCCCCCCCCCCCCCc1ccc(C(=O)/C=C\C(=O)O)cc1. The result is 0 (non-inhibitor). (4) The molecule is CC1(C)CC(=O)c2c(Cc3ccccc3)n[nH]c2C1. The result is 1 (inhibitor). (5) The result is 0 (non-inhibitor). The drug is CC(C)(CO)[C@H](O)C(=O)NCCCO. (6) The molecule is Cc1ccc(C(=O)/C=C/c2c[nH]c3ccccc23)cc1. The result is 1 (inhibitor). (7) The drug is COC(=O)N1CCC2(CCCN(C)C2)CC1. The result is 0 (non-inhibitor).